Dataset: Full USPTO retrosynthesis dataset with 1.9M reactions from patents (1976-2016). Task: Predict the reactants needed to synthesize the given product. (1) Given the product [N+:1]([C:4]1[CH:10]=[C:9]([N+:11]([O-:13])=[O:12])[CH:8]=[C:7]([CH2:15][CH2:16][CH2:17][CH3:18])[C:5]=1[NH2:6])([O-:3])=[O:2], predict the reactants needed to synthesize it. The reactants are: [N+:1]([C:4]1[CH:10]=[C:9]([N+:11]([O-:13])=[O:12])[CH:8]=[C:7](Br)[C:5]=1[NH2:6])([O-:3])=[O:2].[CH2:15]([Sn]([CH2:15][CH2:16][CH2:17][CH3:18])([CH2:15][CH2:16][CH2:17][CH3:18])[CH2:15][CH2:16][CH2:17][CH3:18])[CH2:16][CH2:17][CH3:18]. (2) Given the product [Cl:23][C:24]1[CH:25]=[C:26]([C:2]2[CH:3]=[C:4]([NH:14][C:15]([C:17]3[CH:18]=[N:19][CH:20]=[N:21][CH:22]=3)=[O:16])[CH:5]=[N:6][C:7]=2[O:8][CH2:9][C:10]([F:13])([F:12])[F:11])[CH:27]=[CH:28][C:29]=1[F:30], predict the reactants needed to synthesize it. The reactants are: Br[C:2]1[CH:3]=[C:4]([NH:14][C:15]([C:17]2[CH:18]=[N:19][CH:20]=[N:21][CH:22]=2)=[O:16])[CH:5]=[N:6][C:7]=1[O:8][CH2:9][C:10]([F:13])([F:12])[F:11].[Cl:23][C:24]1[CH:25]=[C:26](B(O)O)[CH:27]=[CH:28][C:29]=1[F:30]. (3) Given the product [CH2:32]([NH:28][C:2]1[C:3]2[C:4](=[C:8]([C:11]([O:13][CH2:14][CH3:15])=[O:12])[S:9][N:10]=2)[N:5]=[CH:6][N:7]=1)[CH3:31], predict the reactants needed to synthesize it. The reactants are: O[C:2]1[C:3]2[C:4](=[C:8]([C:11]([O:13][CH2:14][CH3:15])=[O:12])[S:9][N:10]=2)[N:5]=[CH:6][N:7]=1.O1CCCC1.F[P-](F)(F)(F)(F)F.[N:28]1(O[P+](N(C)C)(N(C)C)N(C)C)[C:32]2C=CC=C[C:31]=2N=N1.N12CCCN=C1CCCCC2.